This data is from Forward reaction prediction with 1.9M reactions from USPTO patents (1976-2016). The task is: Predict the product of the given reaction. (1) Given the reactants C1(S(CC[N:12]2[C:24]3[CH:23]=[CH:22][C:21]([N+:25]([O-:27])=[O:26])=[CH:20][C:19]=3[C:18]3[C:13]2=[CH:14][CH:15]=[CH:16][CH:17]=3)(=O)=O)C=CC=CC=1.[K].CC(C)([O-])C.C(OCC)(=O)C.Cl, predict the reaction product. The product is: [N+:25]([C:21]1[CH:22]=[CH:23][C:24]2[NH:12][C:13]3[C:18]([C:19]=2[CH:20]=1)=[CH:17][CH:16]=[CH:15][CH:14]=3)([O-:27])=[O:26]. (2) Given the reactants [CH:1]([C:3]1[N:4]=[C:5]([CH:8]2[CH2:13][CH2:12][N:11]([C:14]([O:16][C:17]([CH3:20])([CH3:19])[CH3:18])=[O:15])[CH2:10][CH2:9]2)[S:6][CH:7]=1)=O.[NH2:21][OH:22].[CH2:23]=[CH:24][C:25]1[CH:30]=[CH:29][CH:28]=[CH:27][CH:26]=1.Cl[O-].[Na+], predict the reaction product. The product is: [C:25]1([CH:24]2[O:22][N:21]=[C:1]([C:3]3[N:4]=[C:5]([CH:8]4[CH2:13][CH2:12][N:11]([C:14]([O:16][C:17]([CH3:20])([CH3:19])[CH3:18])=[O:15])[CH2:10][CH2:9]4)[S:6][CH:7]=3)[CH2:23]2)[CH:30]=[CH:29][CH:28]=[CH:27][CH:26]=1. (3) Given the reactants NC1S[C:4]([C:25]2C=CN=C(Cl)N=2)=[C:5]([C:7]2[CH:8]=[C:9]([N:13](C)C(=O)C3C=C(F)C=CC=3F)[CH:10]=[CH:11][CH:12]=2)N=1.[N:32]1(CC2C=C(N)C=CC=2)[CH2:36]CC[CH2:33]1, predict the reaction product. The product is: [NH2:13][C:9]1[CH:8]=[C:7]2[C:12](=[CH:11][CH:10]=1)[CH2:25][CH:4]([N:32]([CH3:36])[CH3:33])[CH2:5]2.